This data is from Peptide-MHC class I binding affinity with 185,985 pairs from IEDB/IMGT. The task is: Regression. Given a peptide amino acid sequence and an MHC pseudo amino acid sequence, predict their binding affinity value. This is MHC class I binding data. (1) The peptide sequence is CTILAVVSV. The binding affinity (normalized) is 0.631. The MHC is HLA-A68:02 with pseudo-sequence HLA-A68:02. (2) The peptide sequence is RPNMSRRVF. The MHC is HLA-B35:01 with pseudo-sequence HLA-B35:01. The binding affinity (normalized) is 0.424. (3) The binding affinity (normalized) is 0.192. The peptide sequence is YREGRDQL. The MHC is HLA-B27:05 with pseudo-sequence HLA-B27:05. (4) The peptide sequence is GSFKEYVFW. The MHC is HLA-A30:01 with pseudo-sequence HLA-A30:01. The binding affinity (normalized) is 0.0847.